This data is from Forward reaction prediction with 1.9M reactions from USPTO patents (1976-2016). The task is: Predict the product of the given reaction. Given the reactants Cl[C:2]1[C:3]2[NH:10][C:9]([CH3:11])=[C:8]([C:12]([O:14][CH2:15][CH3:16])=[O:13])[C:4]=2[N:5]=[CH:6][N:7]=1.[CH:17]1([CH2:20][O:21][C:22]2[CH:27]=[CH:26][C:25]([CH3:28])=[CH:24][C:23]=2B2OC(C)(C)C(C)(C)O2)[CH2:19][CH2:18]1, predict the reaction product. The product is: [CH:17]1([CH2:20][O:21][C:22]2[CH:23]=[CH:24][C:25]([CH3:28])=[CH:26][C:27]=2[C:2]2[C:3]3[NH:10][C:9]([CH3:11])=[C:8]([C:12]([O:14][CH2:15][CH3:16])=[O:13])[C:4]=3[N:5]=[CH:6][N:7]=2)[CH2:18][CH2:19]1.